Predict the product of the given reaction. From a dataset of Forward reaction prediction with 1.9M reactions from USPTO patents (1976-2016). (1) Given the reactants C(OC([N:8]1[CH2:13][CH2:12][CH:11]([C:14](=[O:31])[NH:15][C:16]2[CH:21]=[CH:20][CH:19]=[CH:18][C:17]=2[O:22][C:23]2[CH:28]=[C:27]([Cl:29])[CH:26]=[C:25]([Cl:30])[CH:24]=2)[CH2:10][CH2:9]1)=O)(C)(C)C.C(O)(C(F)(F)F)=O.C([O-])([O-])=O.[K+].[K+], predict the reaction product. The product is: [Cl:29][C:27]1[CH:28]=[C:23]([CH:24]=[C:25]([Cl:30])[CH:26]=1)[O:22][C:17]1[CH:18]=[CH:19][CH:20]=[CH:21][C:16]=1[NH:15][C:14]([CH:11]1[CH2:12][CH2:13][NH:8][CH2:9][CH2:10]1)=[O:31]. (2) Given the reactants [N:1]1[C:2]([NH2:10])=[N:3][N:4]2[CH:9]=[CH:8][N:7]=[CH:6][C:5]=12.[CH3:11][C:12]([O:15][C:16](O[C:16]([O:15][C:12]([CH3:14])([CH3:13])[CH3:11])=[O:17])=[O:17])([CH3:14])[CH3:13].[Li+].C[Si]([N-][Si](C)(C)C)(C)C, predict the reaction product. The product is: [N:1]1[C:2]([NH:10][C:16](=[O:17])[O:15][C:12]([CH3:14])([CH3:13])[CH3:11])=[N:3][N:4]2[CH:9]=[CH:8][N:7]=[CH:6][C:5]=12. (3) Given the reactants [Cl:1][C:2]1[N:7]=[C:6]([C:8](OC)=[O:9])[CH:5]=[CH:4][N:3]=1.[H-].C([Al+]CC(C)C)C(C)C.C(O)(=O)CC(CC(O)=O)(C(O)=O)O, predict the reaction product. The product is: [Cl:1][C:2]1[N:7]=[C:6]([CH2:8][OH:9])[CH:5]=[CH:4][N:3]=1. (4) The product is: [NH2:35][C:33]1[CH:34]=[C:29]([CH2:28][CH2:27][CH2:26][CH2:25][O:24][CH2:23][CH2:22][CH2:21][CH2:20][CH2:19][CH2:18][N:14]2[CH2:13][C@@H:12]([C:10]3[CH:9]=[CH:8][C:6]4[O:7][C:2]([CH3:1])([CH3:39])[O:3][CH2:4][C:5]=4[CH:11]=3)[O:16][C:15]2=[O:17])[CH:30]=[C:31]([CH3:38])[CH:32]=1. Given the reactants [CH3:1][C:2]1([CH3:39])[O:7][C:6]2[CH:8]=[CH:9][C:10]([C@H:12]3[O:16][C:15](=[O:17])[N:14]([CH2:18][CH2:19][CH2:20][CH2:21][CH2:22][CH2:23][O:24][CH2:25][CH2:26][C:27]#[C:28][C:29]4[CH:34]=[C:33]([N+:35]([O-])=O)[CH:32]=[C:31]([CH3:38])[CH:30]=4)[CH2:13]3)=[CH:11][C:5]=2[CH2:4][O:3]1, predict the reaction product. (5) Given the reactants [Br:1][C:2]1[C:3]([OH:17])=[CH:4][C:5]2[C:6]([CH3:16])([CH3:15])[CH2:7][CH:8]=[C:9]([CH:12]([CH3:14])[CH3:13])[C:10]=2[CH:11]=1.I[CH2:19][CH3:20], predict the reaction product. The product is: [Br:1][C:2]1[CH:11]=[C:10]2[C:5](=[CH:4][C:3]=1[O:17][CH2:19][CH3:20])[C:6]([CH3:15])([CH3:16])[CH2:7][CH:8]=[C:9]2[CH:12]([CH3:13])[CH3:14]. (6) Given the reactants Br[C:2]1[CH:11]=[N:10][CH:9]=[C:8]2[C:3]=1[CH:4]=[C:5]([C:12]([NH2:14])=[O:13])[CH:6]=[N:7]2.[F:15][C:16]1[CH:21]=[CH:20][C:19](B(O)O)=[CH:18][CH:17]=1.C(=O)([O-])[O-].[Cs+].[Cs+], predict the reaction product. The product is: [F:15][C:16]1[CH:21]=[CH:20][C:19]([C:2]2[CH:11]=[N:10][CH:9]=[C:8]3[C:3]=2[CH:4]=[C:5]([C:12]([NH2:14])=[O:13])[CH:6]=[N:7]3)=[CH:18][CH:17]=1.